Dataset: Full USPTO retrosynthesis dataset with 1.9M reactions from patents (1976-2016). Task: Predict the reactants needed to synthesize the given product. (1) Given the product [OH:1][C:2]1[C:7]([C:8]([NH:10][C@@H:11]([C:13]2[CH:14]=[CH:15][C:16]([P:19](=[O:20])([OH:26])[OH:23])=[CH:17][CH:18]=2)[CH3:12])=[O:9])=[CH:6][N:5]=[C:4]([C:27]2[CH:32]=[CH:31][CH:30]=[CH:29][N:28]=2)[N:3]=1, predict the reactants needed to synthesize it. The reactants are: [OH:1][C:2]1[C:7]([C:8]([NH:10][C@@H:11]([C:13]2[CH:18]=[CH:17][C:16]([P:19](=[O:26])([O:23]CC)[O:20]CC)=[CH:15][CH:14]=2)[CH3:12])=[O:9])=[CH:6][N:5]=[C:4]([C:27]2[CH:32]=[CH:31][CH:30]=[CH:29][N:28]=2)[N:3]=1.C[Si](Br)(C)C. (2) Given the product [CH3:16][O:12][C:11](=[O:13])[C@H:10]([O:14][CH3:15])[CH2:9][C:6]1[CH:5]=[CH:4][C:3]([OH:2])=[CH:8][CH:7]=1, predict the reactants needed to synthesize it. The reactants are: [Na+].[OH:2][C:3]1[CH:8]=[CH:7][C:6]([CH2:9][C@@H:10]([O:14][CH3:15])[C:11]([O-:13])=[O:12])=[CH:5][CH:4]=1.[CH3:16]S(O)(=O)=O. (3) Given the product [F:37][C:21]1[CH:22]=[CH:23][C:24]([C:26]([NH:28][C:29]2[CH:34]=[C:33]([CH3:35])[CH:32]=[CH:31][C:30]=2[F:36])=[O:27])=[CH:25][C:20]=1[O:19][C:17]1[CH:16]=[CH:15][N:14]=[C:13]([C:11]2[NH:10][CH:9]=[C:8]([C:6]([NH:5][CH2:4][CH2:3][CH2:2][NH:1][CH2:48][C:49]([O:51][CH3:52])=[O:50])=[O:7])[CH:12]=2)[CH:18]=1, predict the reactants needed to synthesize it. The reactants are: [NH2:1][CH2:2][CH2:3][CH2:4][NH:5][C:6]([C:8]1[CH:12]=[C:11]([C:13]2[CH:18]=[C:17]([O:19][C:20]3[CH:25]=[C:24]([C:26]([NH:28][C:29]4[CH:34]=[C:33]([CH3:35])[CH:32]=[CH:31][C:30]=4[F:36])=[O:27])[CH:23]=[CH:22][C:21]=3[F:37])[CH:16]=[CH:15][N:14]=2)[NH:10][CH:9]=1)=[O:7].C(N(CC)C(C)C)(C)C.Br[CH2:48][C:49]([O:51][CH3:52])=[O:50].O. (4) Given the product [Cl:24][C:25]1[CH:33]=[C:32]([C:34]#[C:35][CH2:36][O:37][CH:38]([CH3:39])[CH3:40])[C:28]2[O:29][CH2:30][O:31][C:27]=2[C:26]=1[NH:41][C:2]1[C:11]2[C:6](=[CH:7][C:8]([O:14][CH2:15][CH2:16][CH2:17][N:18]3[CH2:23][CH2:22][O:21][CH2:20][CH2:19]3)=[C:9]([O:12][CH3:13])[CH:10]=2)[N:5]=[CH:4][N:3]=1, predict the reactants needed to synthesize it. The reactants are: Cl[C:2]1[C:11]2[C:6](=[CH:7][C:8]([O:14][CH2:15][CH2:16][CH2:17][N:18]3[CH2:23][CH2:22][O:21][CH2:20][CH2:19]3)=[C:9]([O:12][CH3:13])[CH:10]=2)[N:5]=[CH:4][N:3]=1.[Cl:24][C:25]1[CH:33]=[C:32]([C:34]#[C:35][CH2:36][O:37][CH:38]([CH3:40])[CH3:39])[C:28]2[O:29][CH2:30][O:31][C:27]=2[C:26]=1[NH2:41].C[Si]([N-][Si](C)(C)C)(C)C.[Na+]. (5) Given the product [Si:9]([O:8][CH2:7][C:5]1[N:6]=[C:2]([N:20]2[CH2:21][CH2:22][CH2:23][C@H:19]2[CH2:18][O:17][CH3:16])[S:3][CH:4]=1)([C:12]([CH3:15])([CH3:14])[CH3:13])([CH3:11])[CH3:10], predict the reactants needed to synthesize it. The reactants are: Br[C:2]1[S:3][CH:4]=[C:5]([CH2:7][O:8][Si:9]([C:12]([CH3:15])([CH3:14])[CH3:13])([CH3:11])[CH3:10])[N:6]=1.[CH3:16][O:17][CH2:18][C@@H:19]1[CH2:23][CH2:22][CH2:21][NH:20]1.C(N(CC)CC)C. (6) Given the product [CH:1]([NH:4][C:5]1[S:6][CH:7]=[C:8]([C:10]2[CH:19]=[C:18]([O:20][CH2:21][CH2:22][C@@H:23]3[NH:37][C:36](=[O:38])[N:35]([CH3:39])[CH2:34][CH2:33][CH2:32][CH2:31][CH:30]=[CH:29][C@H:28]4[C@@:26]([C:40]([NH:55][S:52]([C:49]5([CH3:48])[CH2:51][CH2:50]5)(=[O:54])=[O:53])=[O:41])([CH2:27]4)[NH:25][C:24]3=[O:45])[C:17]3[C:12](=[CH:13][C:14]([O:46][CH3:47])=[CH:15][CH:16]=3)[N:11]=2)[N:9]=1)([CH3:2])[CH3:3], predict the reactants needed to synthesize it. The reactants are: [CH:1]([NH:4][C:5]1[S:6][CH:7]=[C:8]([C:10]2[CH:19]=[C:18]([O:20][CH2:21][CH2:22][C@@H:23]3[NH:37][C:36](=[O:38])[N:35]([CH3:39])[CH2:34][CH2:33][CH2:32][CH2:31][CH:30]=[CH:29][C@H:28]4[C@@:26]([C:40](OCC)=[O:41])([CH2:27]4)[NH:25][C:24]3=[O:45])[C:17]3[C:12](=[CH:13][C:14]([O:46][CH3:47])=[CH:15][CH:16]=3)[N:11]=2)[N:9]=1)([CH3:3])[CH3:2].[CH3:48][C:49]1([S:52]([NH2:55])(=[O:54])=[O:53])[CH2:51][CH2:50]1. (7) Given the product [Cl:16][C:11]1[CH:10]=[C:9]([NH:8][C:5]2[N:4]=[C:3]([S:17]([CH3:20])(=[O:19])=[O:18])[C:2]([C:29]3[CH:28]=[C:27](/[CH:26]=[CH:25]/[C:24]([O:23][CH2:21][CH3:22])=[O:36])[CH:32]=[CH:31][CH:30]=3)=[CH:7][N:6]=2)[CH:14]=[CH:13][C:12]=1[F:15], predict the reactants needed to synthesize it. The reactants are: Br[C:2]1[C:3]([S:17]([CH3:20])(=[O:19])=[O:18])=[N:4][C:5]([NH:8][C:9]2[CH:14]=[CH:13][C:12]([F:15])=[C:11]([Cl:16])[CH:10]=2)=[N:6][CH:7]=1.[CH2:21]([O:23][C:24](=[O:36])/[CH:25]=[CH:26]/[C:27]1[CH:28]=[C:29](B(O)O)[CH:30]=[CH:31][CH:32]=1)[CH3:22].C1(P(C2CCCCC2)C2C=CC=CC=2C2C(C(C)C)=CC(C(C)C)=CC=2C(C)C)CCCCC1.C(=O)([O-])[O-].[Na+].[Na+]. (8) Given the product [C:5]([C:4]1[CH:3]=[C:2]([CH:10]=[CH:9][CH:8]=1)[O:1][C:13]1[C:12]([Cl:11])=[CH:30][C:16]2[CH:17]=[C:18]([C:25]([OH:27])=[O:26])[CH:19]([C:21]([F:23])([F:24])[F:22])[O:20][C:15]=2[CH:14]=1)([OH:7])=[O:6], predict the reactants needed to synthesize it. The reactants are: [OH:1][C:2]1[CH:3]=[C:4]([CH:8]=[CH:9][CH:10]=1)[C:5]([OH:7])=[O:6].[Cl:11][C:12]1[C:13](F)=[CH:14][C:15]2[O:20][CH:19]([C:21]([F:24])([F:23])[F:22])[C:18]([C:25]([O:27]CC)=[O:26])=[CH:17][C:16]=2[CH:30]=1.C(=O)([O-])[O-].[K+].[K+]. (9) Given the product [CH3:60][O:59][C:56]1[CH:57]=[C:58]2[C:53](=[CH:54][C:55]=1[O:61][CH3:62])[N:52]=[CH:51][CH:50]=[C:49]2[O:48][CH2:47][C:46]1[N:42]2[N:43]=[C:38]([C:35]3[CH:36]=[CH:37][C:32]([C:30]([O:29][CH3:28])=[O:31])=[CH:33][CH:34]=3)[CH:39]=[N:40][C:41]2=[N:44][N:45]=1, predict the reactants needed to synthesize it. The reactants are: C1(C2N=NC(NNC(=O)CC3C=C4C(=CC=3)N=CC=C4)=NC=2)C=CC=CC=1.[CH3:28][O:29][C:30]([C:32]1[CH:37]=[CH:36][C:35]([C:38]2[N:43]=[N:42][C:41]([NH:44][NH:45][C:46](=O)[CH2:47][O:48][C:49]3[C:58]4[C:53](=[CH:54][C:55]([O:61][CH3:62])=[C:56]([O:59][CH3:60])[CH:57]=4)[N:52]=[CH:51][CH:50]=3)=[N:40][CH:39]=2)=[CH:34][CH:33]=1)=[O:31].